Dataset: Peptide-MHC class I binding affinity with 185,985 pairs from IEDB/IMGT. Task: Regression. Given a peptide amino acid sequence and an MHC pseudo amino acid sequence, predict their binding affinity value. This is MHC class I binding data. The peptide sequence is SYTQLLKRCRL. The MHC is H-2-Kd with pseudo-sequence H-2-Kd. The binding affinity (normalized) is 0.152.